This data is from Reaction yield outcomes from USPTO patents with 853,638 reactions. The task is: Predict the reaction yield, written as a fraction of the theoretical maximum amount of product (1.0 means a 100% yield; for example, 0.34 means a 34% yield). The reactants are [CH3:1][O:2][C:3]1[CH:8]=[CH:7][C:6]([C:9]2[S:13][C:12]([C:14]([N:16]3[CH2:27][CH2:26][CH2:25][C@H:17]3[C:18]([O:20]C(C)(C)C)=[O:19])=[O:15])=[C:11]([NH:28][C:29]([NH:31][C:32]3[C:37]([CH3:38])=[CH:36][C:35]([CH3:39])=[CH:34][C:33]=3[CH3:40])=[O:30])[CH:10]=2)=[CH:5][CH:4]=1.C(O)(C(F)(F)F)=O. The catalyst is C(Cl)(Cl)Cl. The product is [CH3:1][O:2][C:3]1[CH:4]=[CH:5][C:6]([C:9]2[S:13][C:12]([C:14]([N:16]3[CH2:27][CH2:26][CH2:25][C@H:17]3[C:18]([OH:20])=[O:19])=[O:15])=[C:11]([NH:28][C:29]([NH:31][C:32]3[C:37]([CH3:38])=[CH:36][C:35]([CH3:39])=[CH:34][C:33]=3[CH3:40])=[O:30])[CH:10]=2)=[CH:7][CH:8]=1. The yield is 0.990.